Predict the reactants needed to synthesize the given product. From a dataset of Full USPTO retrosynthesis dataset with 1.9M reactions from patents (1976-2016). (1) Given the product [CH:1]1([N:7]([C:8]2[N:9]([C:17]3[CH:18]=[CH:19][CH:20]=[CH:21][CH:22]=3)[N:10]=[C:11]3[C:16]=2[CH:15]=[CH:14][CH:13]=[CH:12]3)[C:24]([NH:23][C:26]2[C:27]([CH3:33])=[CH:28][CH:29]=[CH:30][C:31]=2[CH3:32])=[O:25])[CH2:6][CH2:5][CH2:4][CH2:3][CH2:2]1, predict the reactants needed to synthesize it. The reactants are: [CH:1]1([NH:7][C:8]2[N:9]([C:17]3[CH:22]=[CH:21][CH:20]=[CH:19][CH:18]=3)[N:10]=[C:11]3[C:16]=2[CH:15]=[CH:14][CH:13]=[CH:12]3)[CH2:6][CH2:5][CH2:4][CH2:3][CH2:2]1.[N:23]([C:26]1[C:31]([CH3:32])=[CH:30][CH:29]=[CH:28][C:27]=1[CH3:33])=[C:24]=[O:25]. (2) Given the product [F:42][C:2]([F:1])([F:41])[C:3]1[CH:4]=[C:5]([C:13]([CH3:39])([CH3:40])[C:14]([N:16]([C:18]2[CH:19]=[N:20][C:21]([N:32]3[CH2:33][C@@H:34]4[CH2:38][CH2:37][CH2:36][N:35]4[C:51]3=[O:53])=[CH:22][C:23]=2[C:24]2[CH:29]=[CH:28][C:27]([F:30])=[CH:26][C:25]=2[CH3:31])[CH3:17])=[O:15])[CH:6]=[C:7]([C:9]([F:10])([F:11])[F:12])[CH:8]=1, predict the reactants needed to synthesize it. The reactants are: [F:1][C:2]([F:42])([F:41])[C:3]1[CH:4]=[C:5]([C:13]([CH3:40])([CH3:39])[C:14]([N:16]([C:18]2[CH:19]=[N:20][C:21]([NH:32][CH2:33][C@@H:34]3[CH2:38][CH2:37][CH2:36][NH:35]3)=[CH:22][C:23]=2[C:24]2[CH:29]=[CH:28][C:27]([F:30])=[CH:26][C:25]=2[CH3:31])[CH3:17])=[O:15])[CH:6]=[C:7]([C:9]([F:12])([F:11])[F:10])[CH:8]=1.C(N(CC)CC)C.Cl[C:51](Cl)([O:53]C(=O)OC(Cl)(Cl)Cl)Cl. (3) Given the product [C:1]([O:5][C:6]([N:8]1[CH2:13][CH2:12][C@H:11]([O:14][C:15]2[CH:24]=[C:23]3[C:18]([CH:19]=[N:20][C:21]([NH:25][C:26]4[CH:31]=[CH:30][CH:29]=[C:28]([F:32])[CH:27]=4)=[N:22]3)=[CH:17][C:16]=2[C:33]2[S:34][CH:35]=[CH:36][N:37]=2)[CH2:10][C@@H:9]1[C:38](=[O:39])[NH2:44])=[O:7])([CH3:3])([CH3:2])[CH3:4], predict the reactants needed to synthesize it. The reactants are: [C:1]([O:5][C:6]([N:8]1[CH2:13][CH2:12][C@H:11]([O:14][C:15]2[CH:24]=[C:23]3[C:18]([CH:19]=[N:20][C:21]([NH:25][C:26]4[CH:31]=[CH:30][CH:29]=[C:28]([F:32])[CH:27]=4)=[N:22]3)=[CH:17][C:16]=2[C:33]2[S:34][CH:35]=[CH:36][N:37]=2)[CH2:10][C@@H:9]1[C:38](O)=[O:39])=[O:7])([CH3:4])([CH3:3])[CH3:2].[NH4+].[Cl-].C[N:44](C(ON1N=NC2C=CC=NC1=2)=[N+](C)C)C.F[P-](F)(F)(F)(F)F.CCN(C(C)C)C(C)C. (4) Given the product [CH2:33]([O:12][C:11](=[O:13])[C:10](=[CH2:14])[CH2:9][C@H:8]([NH:15][C:16]([O:18][C:19]([CH3:22])([CH3:21])[CH3:20])=[O:17])[CH2:7][C:4]1[CH:3]=[CH:2][C:1]([C:23]2[CH:24]=[CH:25][CH:26]=[CH:27][CH:28]=2)=[CH:6][CH:5]=1)[CH3:34].[C:1]1([C:23]2[CH:24]=[CH:25][CH:26]=[CH:27][CH:28]=2)[CH:2]=[CH:3][C:4]([CH2:7][C@@H:8]([NH:15][C:16]([O:18][C:19]([CH3:22])([CH3:21])[CH3:20])=[O:17])[CH2:9][C:10](=[CH2:14])[C:11]([OH:13])=[O:12])=[CH:5][CH:6]=1, predict the reactants needed to synthesize it. The reactants are: [C:1]1([C:23]2[CH:28]=[CH:27][CH:26]=[CH:25][CH:24]=2)[CH:6]=[CH:5][C:4]([CH2:7][C@@H:8]([NH:15][C:16]([O:18][C:19]([CH3:22])([CH3:21])[CH3:20])=[O:17])[CH2:9][C:10](=[CH2:14])[C:11]([OH:13])=[O:12])=[CH:3][CH:2]=1.C(=O)([O-])[O-].[CH2:33](I)[CH3:34].C(OC(C)C)(=O)C.